From a dataset of hERG potassium channel inhibition data for cardiac toxicity prediction from Karim et al.. Regression/Classification. Given a drug SMILES string, predict its toxicity properties. Task type varies by dataset: regression for continuous values (e.g., LD50, hERG inhibition percentage) or binary classification for toxic/non-toxic outcomes (e.g., AMES mutagenicity, cardiotoxicity, hepatotoxicity). Dataset: herg_karim. (1) The result is 1 (blocker). The molecule is COc1ccc2nccc(C3CN(C4CCN(Cc5ccc(C)c(C)c5)CC4)C(=O)O3)c2c1. (2) The compound is CCOc1cc(N)c(Cl)cc1C(=O)NCC1C[N+](Cc2ccc(F)cc2)CCO1. The result is 1 (blocker). (3) The compound is Cc1nc2cnccc2c(=O)n1-c1ccc(OC2CCN(C3CCC3)CC2)cc1. The result is 0 (non-blocker). (4) The result is 1 (blocker). The compound is CC(C)c1nc(-c2nnc3n2CCN(C(=O)c2ccc(-c4cccs4)cc2)[C@@H]3C)co1. (5) The drug is CCO[C@@H]1COCC[C@@H]1N[C@@H]1CC[C@@](C(=O)N2CCN(c3cc(C(F)(F)F)ccn3)CC2)(C(C)C)C1. The result is 1 (blocker). (6) The molecule is COc1ccccc1[C@@H](C)N[C@@H]1CC[C@@H](C(=O)N2CCC(C(=O)N3CCCC3)(c3ccccc3)CC2)C(C)(C)C1. The result is 0 (non-blocker). (7) The compound is Cc1ccc(C(CCC(N)C(=O)O)(c2ccccc2)c2ccccc2)cc1C. The result is 0 (non-blocker).